This data is from Forward reaction prediction with 1.9M reactions from USPTO patents (1976-2016). The task is: Predict the product of the given reaction. Given the reactants Cl.Cl.[O:3]1[C:7]2[CH:8]=[CH:9][CH:10]=[C:11]([CH:12]3[CH2:17][CH2:16][N:15]([CH2:18][CH2:19][C@H:20]4[CH2:25][CH2:24][C@H:23]([NH2:26])[CH2:22][CH2:21]4)[CH2:14][CH2:13]3)[C:6]=2[CH2:5][CH2:4]1.[CH:27]1([CH2:30][C:31](O)=[O:32])[CH2:29][CH2:28]1, predict the reaction product. The product is: [CH:27]1([CH2:30][C:31]([NH:26][C@H:23]2[CH2:22][CH2:21][C@H:20]([CH2:19][CH2:18][N:15]3[CH2:16][CH2:17][CH:12]([C:11]4[C:6]5[CH2:5][CH2:4][O:3][C:7]=5[CH:8]=[CH:9][CH:10]=4)[CH2:13][CH2:14]3)[CH2:25][CH2:24]2)=[O:32])[CH2:29][CH2:28]1.